Predict the product of the given reaction. From a dataset of Forward reaction prediction with 1.9M reactions from USPTO patents (1976-2016). (1) Given the reactants [Cl:1][C:2]1[C:7]([O:8][CH3:9])=[CH:6][C:5]([O:10][CH3:11])=[C:4]([Cl:12])[C:3]=1[C:13]1[N:18]=[CH:17][C:16]2[C:19](I)=[N:20][NH:21][C:15]=2[CH:14]=1.[CH:23]1([N:26]2[CH2:34][C:33]3[C:28](=[CH:29][CH:30]=[C:31](B4OC(C)(C)C(C)(C)O4)[CH:32]=3)[C:27]2=[O:44])[CH2:25][CH2:24]1, predict the reaction product. The product is: [CH:23]1([N:26]2[CH2:34][C:33]3[C:28](=[CH:29][CH:30]=[C:31]([C:19]4[C:16]5[CH:17]=[N:18][C:13]([C:3]6[C:2]([Cl:1])=[C:7]([O:8][CH3:9])[CH:6]=[C:5]([O:10][CH3:11])[C:4]=6[Cl:12])=[CH:14][C:15]=5[NH:21][N:20]=4)[CH:32]=3)[C:27]2=[O:44])[CH2:25][CH2:24]1. (2) Given the reactants [C@@H:1]1([N:9]2[C:18]3[N:17]=[CH:16][N:15]=[C:13](O)[C:12]=3[N:11]=[CH:10]2)[O:8][C@H:5]([CH2:6][OH:7])[C@@H:3]([OH:4])[CH2:2]1.C(N(CC)C(C)C)(C)C.[I:28][C:29]1[CH:34]=[CH:33][C:32]([CH:35]([NH2:37])[CH3:36])=[C:31]([N+:38]([O-:40])=[O:39])[CH:30]=1, predict the reaction product. The product is: [I:28][C:29]1[CH:34]=[CH:33][C:32]([CH:35]([NH:37][C:13]2[C:12]3[N:11]=[CH:10][N:9]([C:18]=3[N:17]=[CH:16][N:15]=2)[C@@H:1]2[O:8][C@H:5]([CH2:6][OH:7])[C@@H:3]([OH:4])[CH2:2]2)[CH3:36])=[C:31]([N+:38]([O-:40])=[O:39])[CH:30]=1. (3) Given the reactants [CH3:1][O:2][C:3]1[CH:11]=[CH:10][C:6]([C:7]([OH:9])=O)=[CH:5][C:4]=1[NH:12][C:13](=[O:21])[CH2:14][N:15]1[CH2:20][CH2:19][O:18][CH2:17][CH2:16]1.[C:22]1([C:29]2[CH:34]=[CH:33][CH:32]=[CH:31][CH:30]=2)[CH:27]=[CH:26][C:25]([NH2:28])=[CH:24][CH:23]=1.C(N(C(C)C)CC)(C)C.F[P-](F)(F)(F)(F)F.N1(O[P+](N2CCCC2)(N2CCCC2)N2CCCC2)C2C=CC=CC=2N=N1, predict the reaction product. The product is: [C:22]1([C:29]2[CH:34]=[CH:33][CH:32]=[CH:31][CH:30]=2)[CH:23]=[CH:24][C:25]([NH:28][C:7](=[O:9])[C:6]2[CH:10]=[CH:11][C:3]([O:2][CH3:1])=[C:4]([NH:12][C:13](=[O:21])[CH2:14][N:15]3[CH2:20][CH2:19][O:18][CH2:17][CH2:16]3)[CH:5]=2)=[CH:26][CH:27]=1. (4) Given the reactants Cl.Cl.Cl.[O:4]1[C:12]2[CH:11]=[CH:10][N:9]=[C:8]([N:13]3[CH2:18][CH2:17][N:16]([CH2:19][CH2:20][C@H:21]4[CH2:26][CH2:25][C@H:24]([NH2:27])[CH2:23][CH2:22]4)[CH2:15][CH2:14]3)[C:7]=2[CH2:6][CH2:5]1.[F:28][C:29]([F:37])([F:36])[C@H:30]([OH:35])[CH2:31][C:32](O)=[O:33], predict the reaction product. The product is: [O:4]1[C:12]2[CH:11]=[CH:10][N:9]=[C:8]([N:13]3[CH2:18][CH2:17][N:16]([CH2:19][CH2:20][C@H:21]4[CH2:26][CH2:25][C@H:24]([NH:27][C:32](=[O:33])[CH2:31][C@@H:30]([OH:35])[C:29]([F:37])([F:36])[F:28])[CH2:23][CH2:22]4)[CH2:15][CH2:14]3)[C:7]=2[CH2:6][CH2:5]1. (5) Given the reactants Cl.[Br:2][C:3]1[CH:4]=[C:5]([CH:13]=[CH:14][CH:15]=1)[CH:6]=[C:7]1[CH2:12][CH2:11][NH:10][CH2:9][CH2:8]1.CS(O[CH2:21][CH2:22][O:23][C:24]1[CH:33]=[CH:32][CH:31]=[C:30]2[C:25]=1[CH:26]=[N:27][C:28]([CH3:34])=[N:29]2)(=O)=O, predict the reaction product. The product is: [Br:2][C:3]1[CH:4]=[C:5]([CH:13]=[CH:14][CH:15]=1)[CH:6]=[C:7]1[CH2:12][CH2:11][N:10]([CH2:21][CH2:22][O:23][C:24]2[CH:33]=[CH:32][CH:31]=[C:30]3[C:25]=2[CH:26]=[N:27][C:28]([CH3:34])=[N:29]3)[CH2:9][CH2:8]1. (6) Given the reactants C([O:8][C:9]1[CH:14]=[CH:13][C:12]([C:15]2[CH:20]=[CH:19][N:18]=[C:17]([CH3:21])[CH:16]=2)=[CH:11][C:10]=1[N+:22]([O-])=O)C1C=CC=CC=1, predict the reaction product. The product is: [NH2:22][C:10]1[CH:11]=[C:12]([C:15]2[CH:20]=[CH:19][N:18]=[C:17]([CH3:21])[CH:16]=2)[CH:13]=[CH:14][C:9]=1[OH:8].